This data is from Forward reaction prediction with 1.9M reactions from USPTO patents (1976-2016). The task is: Predict the product of the given reaction. (1) Given the reactants C([O:5][C:6](=[O:26])[C:7]1[CH:24]=[CH:23][C:22]([Cl:25])=[C:9]([C:10]([NH:12][C:13]2[CH:14]=[C:15]3[CH:21]=[CH:20][NH:19][C:16]3=[N:17][CH:18]=2)=[O:11])[CH:8]=1)(C)(C)C.FC(F)(F)C(O)=O, predict the reaction product. The product is: [Cl:25][C:22]1[CH:23]=[CH:24][C:7]([C:6]([OH:26])=[O:5])=[CH:8][C:9]=1[C:10]([NH:12][C:13]1[CH:14]=[C:15]2[CH:21]=[CH:20][NH:19][C:16]2=[N:17][CH:18]=1)=[O:11]. (2) Given the reactants [CH2:1]([O:3][C:4]([C:6]1[CH:11]=[C:10](Br)[CH:9]=[C:8]([CH3:13])[N:7]=1)=[O:5])[CH3:2].[F:14][C:15]1[CH:16]=[C:17](B(O)O)[CH:18]=[N:19][CH:20]=1, predict the reaction product. The product is: [CH2:1]([O:3][C:4]([C:6]1[CH:11]=[C:10]([C:17]2[CH:18]=[N:19][CH:20]=[C:15]([F:14])[CH:16]=2)[CH:9]=[C:8]([CH3:13])[N:7]=1)=[O:5])[CH3:2]. (3) Given the reactants Cl.[NH:2]([C:4]1[CH:5]=[CH:6][C:7]([CH3:10])=[N:8][CH:9]=1)[NH2:3].[CH3:11][C:12]([CH3:19])([CH3:18])[C:13](=O)[CH2:14][C:15]#[N:16], predict the reaction product. The product is: [C:12]([C:13]1[CH:14]=[C:15]([NH2:16])[N:2]([C:4]2[CH:9]=[N:8][C:7]([CH3:10])=[CH:6][CH:5]=2)[N:3]=1)([CH3:19])([CH3:18])[CH3:11].